Dataset: Forward reaction prediction with 1.9M reactions from USPTO patents (1976-2016). Task: Predict the product of the given reaction. (1) Given the reactants CSC1SC(C(OC)=O)=CC=1C1[N:13]=[C:14]([NH:17][C:18]2[CH:23]=[CH:22][C:21]([O:24][CH2:25][C:26]3[CH:31]=[CH:30][CH:29]=[CH:28][CH:27]=3)=[CH:20][CH:19]=2)[S:15]C=1.[Br:32][CH2:33][C:34]([C:36]1[CH:37]=[C:38]([C:42]([O:44][CH3:45])=[S:43])[S:39][C:40]=1[CH3:41])=O.C(OC1C=CC(NC(N)=S)=CC=1)C1C=CC=CC=1, predict the reaction product. The product is: [BrH:32].[C:26]1([CH2:25][O:24][C:21]2[CH:22]=[CH:23][C:18]([NH:17][C:14]3[S:15][CH:33]=[C:34]([C:36]4[CH:37]=[C:38]([C:42]([O:44][CH3:45])=[S:43])[S:39][C:40]=4[CH3:41])[N:13]=3)=[CH:19][CH:20]=2)[CH:27]=[CH:28][CH:29]=[CH:30][CH:31]=1. (2) The product is: [Cl:1][C:2]1[CH:3]=[CH:4][C:5]2[N:11]3[C:12]([CH2:15][C:16]([CH3:18])([CH3:17])[CH3:19])=[N:13][N:14]=[C:10]3[C@@H:9]([CH2:20][CH2:21][N:22]3[NH:26][N:25]=[C:24]([CH2:27][C:28]([OH:30])=[O:29])[NH:23]3)[O:8][C@H:7]([C:33]3[CH:38]=[CH:37][CH:36]=[C:35]([O:39][CH3:40])[C:34]=3[O:41][CH3:42])[C:6]=2[CH:43]=1. Given the reactants [Cl:1][C:2]1[CH:3]=[CH:4][C:5]2[N:11]3[C:12]([CH2:15][C:16]([CH3:19])([CH3:18])[CH3:17])=[N:13][N:14]=[C:10]3[C@@H:9]([CH2:20][CH2:21][N:22]3[NH:26][N:25]=[C:24]([CH2:27][C:28]([O:30]CC)=[O:29])[NH:23]3)[O:8][C@H:7]([C:33]3[CH:38]=[CH:37][CH:36]=[C:35]([O:39][CH3:40])[C:34]=3[O:41][CH3:42])[C:6]=2[CH:43]=1.C(=O)([O-])[O-].[K+].[K+], predict the reaction product. (3) Given the reactants [CH2:1]([C:4]1[CH:9]=[CH:8][C:7]([C:10](=[O:12])[CH3:11])=[CH:6][C:5]=1[OH:13])[CH:2]=[CH2:3].O, predict the reaction product. The product is: [CH3:3][CH:2]1[CH2:1][C:4]2[CH:9]=[CH:8][C:7]([C:10](=[O:12])[CH3:11])=[CH:6][C:5]=2[O:13]1. (4) Given the reactants CS(N)(=O)=[O:3].[CH3:6][C:7]([OH:10])(C)[CH3:8].[CH3:11][C:12]1[N:13]=[C:14]([C:17]2[N:18]=[C:19]([NH2:28])[C:20]3[CH:25]=C(C=C)[S:23][C:21]=3[N:22]=2)[S:15][CH:16]=1.S([O-])([O-])=O.[Na+].[Na+], predict the reaction product. The product is: [NH2:28][C:19]1[C:20]2[CH:25]=[C:6]([CH:7]([OH:10])[CH2:8][OH:3])[S:23][C:21]=2[N:22]=[C:17]([C:14]2[S:15][CH:16]=[C:12]([CH3:11])[N:13]=2)[N:18]=1. (5) The product is: [Cl:35][C:12]1[C:13]2[C:18](=[CH:17][C:16]([S:19]([NH:22][C:23]3[CH:24]=[C:25]([CH:30]=[CH:31][C:32]=3[O:33][CH3:34])[C:26]([O:28][CH3:29])=[O:27])(=[O:21])=[O:20])=[CH:15][CH:14]=2)[C:9]([NH:4][C:3]([NH2:5])=[NH:2])=[N:10][CH:11]=1. Given the reactants Cl.[NH2:2][C:3]([NH2:5])=[NH:4].[H-].[Na+].Cl[C:9]1[C:18]2[C:13](=[CH:14][CH:15]=[C:16]([S:19]([NH:22][C:23]3[CH:24]=[C:25]([CH:30]=[CH:31][C:32]=3[O:33][CH3:34])[C:26]([O:28][CH3:29])=[O:27])(=[O:21])=[O:20])[CH:17]=2)[C:12]([Cl:35])=[CH:11][N:10]=1, predict the reaction product. (6) Given the reactants [N:1]([C:4]1[CH:5]=[C:6]([CH:10]=[CH:11][C:12]=1[Cl:13])[C:7]([OH:9])=[O:8])=[N+:2]=[N-:3].[C:14]([C:16]1[CH:17]=[N:18][CH:19]=[CH:20][CH:21]=1)#[CH:15].ClC1N=CC(C2N=NN(C3C=C(C=CC=3C)C(O)=O)C=2)=CC=1, predict the reaction product. The product is: [Cl:13][C:12]1[CH:11]=[CH:10][C:6]([C:7]([OH:9])=[O:8])=[CH:5][C:4]=1[N:1]1[CH:15]=[C:14]([C:16]2[CH:17]=[N:18][CH:19]=[CH:20][CH:21]=2)[N:3]=[N:2]1.